Regression/Classification. Given a drug SMILES string, predict its toxicity properties. Task type varies by dataset: regression for continuous values (e.g., LD50, hERG inhibition percentage) or binary classification for toxic/non-toxic outcomes (e.g., AMES mutagenicity, cardiotoxicity, hepatotoxicity). Dataset: ld50_zhu. From a dataset of Acute oral toxicity (LD50) regression data from Zhu et al.. The drug is O=c1n(CC2CO2)c(=O)n(CC2CO2)c(=O)n1CC1CO1. The rat oral LD50 is 3.20, given as -log10 of the dose in mol/kg body weight (higher means more acutely toxic).